From a dataset of Full USPTO retrosynthesis dataset with 1.9M reactions from patents (1976-2016). Predict the reactants needed to synthesize the given product. (1) The reactants are: [Br:1][C:2]1[CH:3]=[C:4](/[CH:7]=[CH:8]/[C:9]([OH:11])=O)[S:5][CH:6]=1.C(N(CC)CC)C.ClC(OCC)=O.[N-:25]=[N+:26]=[N-:27].[Na+]. Given the product [Br:1][C:2]1[CH:3]=[C:4](/[CH:7]=[CH:8]/[C:9]([N:25]=[N+:26]=[N-:27])=[O:11])[S:5][CH:6]=1, predict the reactants needed to synthesize it. (2) Given the product [CH3:1][CH:2]1[CH2:7][NH:6][CH2:5][CH2:4][N:3]1[C:18]([O:20][C:21]([CH3:22])([CH3:24])[CH3:23])=[O:19], predict the reactants needed to synthesize it. The reactants are: [CH3:1][CH:2]1[CH2:7][N:6](C(OCC2C=CC=CC=2)=O)[CH2:5][CH2:4][N:3]1[C:18]([O:20][C:21]([CH3:24])([CH3:23])[CH3:22])=[O:19]. (3) Given the product [CH3:1][S:2]([OH:5])(=[O:4])=[O:3].[CH3:6][C:7]1[O:11][C:10]([C:12]2[CH:17]=[CH:16][CH:15]=[CH:14][CH:13]=2)=[N:9][C:8]=1[CH2:18][CH2:19][O:20][C:21]1[CH:26]=[CH:25][C:24]([CH2:27][C@H:28]([NH:34][CH2:35][C:36]2[CH:41]=[CH:40][C:39]([F:42])=[CH:38][CH:37]=2)[C:29]([O:31][CH2:32][CH3:33])=[O:30])=[CH:23][CH:22]=1, predict the reactants needed to synthesize it. The reactants are: [CH3:1][S:2]([OH:5])(=[O:4])=[O:3].[CH3:6][C:7]1[O:11][C:10]([C:12]2[CH:17]=[CH:16][CH:15]=[CH:14][CH:13]=2)=[N:9][C:8]=1[CH2:18][CH2:19][O:20][C:21]1[CH:26]=[CH:25][C:24]([CH2:27][C@H:28]([NH:34][CH2:35][C:36]2[CH:41]=[CH:40][C:39]([F:42])=[CH:38][CH:37]=2)[C:29]([O:31][CH2:32][CH3:33])=[O:30])=[CH:23][CH:22]=1.C(OC(C)C)(C)C. (4) The reactants are: [F:1][C:2]1[CH:9]=[CH:8][C:5]([CH:6]=O)=[CH:4][C:3]=1[C:10]([F:13])([F:12])[F:11].[C:14]([NH:17][NH2:18])([NH2:16])=[NH:15].[ClH:19]. Given the product [ClH:19].[F:1][C:2]1[CH:9]=[CH:8][C:5]([CH:6]=[N:18][NH:17][C:14]([NH2:16])=[NH:15])=[CH:4][C:3]=1[C:10]([F:13])([F:12])[F:11], predict the reactants needed to synthesize it. (5) The reactants are: [NH2:1][C:2]([CH3:27])([CH3:26])[C@H:3]([NH:8][C:9](=[O:25])[C:10]1[CH:15]=[CH:14][C:13]([C:16]#[C:17][C:18]#[C:19][C:20]([OH:24])([CH3:23])[CH2:21][OH:22])=[CH:12][CH:11]=1)[C:4](OC)=[O:5].[NH2:28][OH:29].CC(O)=O. Given the product [NH2:1][C:2]([CH3:27])([CH3:26])[C@H:3]([NH:8][C:9](=[O:25])[C:10]1[CH:15]=[CH:14][C:13]([C:16]#[C:17][C:18]#[C:19][C:20]([OH:24])([CH3:23])[CH2:21][OH:22])=[CH:12][CH:11]=1)[C:4]([NH:28][OH:29])=[O:5], predict the reactants needed to synthesize it. (6) Given the product [O:1]1[C:5]2[CH:6]=[CH:7][C:8]([CH:10]([OH:36])[CH2:11][S:12][C@H:13]3[C:16](=[O:17])[N:15]([C:18]4[CH:19]=[CH:20][C:21]([CH3:24])=[CH:22][CH:23]=4)[C@@H:14]3[C:25]3[CH:26]=[CH:27][C:28]([O:29][CH2:30][C:31]([NH:66][CH2:67][C:68]([NH:70][C@@H:71]([C:76]([OH:78])=[O:77])[C:72]([CH3:73])([CH3:74])[CH3:75])=[O:69])=[O:32])=[CH:34][CH:35]=3)=[CH:9][C:4]=2[O:3][CH2:2]1, predict the reactants needed to synthesize it. The reactants are: [O:1]1[C:5]2[CH:6]=[CH:7][C:8]([C:10](=[O:36])[CH2:11][S:12][C@H:13]3[C:16](=[O:17])[N:15]([C:18]4[CH:23]=[CH:22][C:21]([CH3:24])=[CH:20][CH:19]=4)[C@@H:14]3[C:25]3[CH:35]=[CH:34][C:28]([O:29][CH2:30][C:31](O)=[O:32])=[CH:27][CH:26]=3)=[CH:9][C:4]=2[O:3][CH2:2]1.CN1CCOCC1.CN(C(ON1N=NC2C=CC=CC1=2)=[N+](C)C)C.[B-](F)(F)(F)F.[NH2:66][CH2:67][C:68]([NH:70][C@@H:71]([C:76]([OH:78])=[O:77])[C:72]([CH3:75])([CH3:74])[CH3:73])=[O:69].[BH4-].[Na+]. (7) Given the product [C:1]1([C:30]2[CH:31]=[CH:32][CH:33]=[CH:34][CH:35]=2)[CH:6]=[CH:5][C:4]([O:7][C@H:8]2[CH2:13][CH2:12][CH2:11][C@@H:10]([OH:14])[CH2:9]2)=[CH:3][CH:2]=1, predict the reactants needed to synthesize it. The reactants are: [C:1]1([C:30]2[CH:35]=[CH:34][CH:33]=[CH:32][CH:31]=2)[CH:6]=[CH:5][C:4]([O:7][C@H:8]2[CH2:13][CH2:12][CH2:11][C@@H:10]([O:14]C(=O)[C@@](OC)(C3C=CC=CC=3)C(F)(F)F)[CH2:9]2)=[CH:3][CH:2]=1.[OH-].[Na+].